From a dataset of Experimentally validated miRNA-target interactions with 360,000+ pairs, plus equal number of negative samples. Binary Classification. Given a miRNA mature sequence and a target amino acid sequence, predict their likelihood of interaction. (1) The miRNA is hsa-miR-3691-5p with sequence AGUGGAUGAUGGAGACUCGGUAC. The protein sequence of the target gene is MSVTYDDSVGVEVSSDSFWEVGNYKRTVKRIDDGHRLCSDLMNCLHERARIEKAYAQQLTEWARRWRQLVEKGPQYGTVEKAWMAFMSEAERVSELHLEVKASLMNDDFEKIKNWQKEAFHKQMMGGFKETKEAEDGFRKAQKPWAKKLKEVEAAKKAHHAACKEEKLAISREANSKADPSLNPEQLKKLQDKIEKCKQDVLKTKEKYEKSLKELDQGTPQYMENMEQVFEQCQQFEEKRLRFFREVLLEVQKHLDLSNVAGYKAIYHDLEQSIRAADAVEDLRWFRANHGPGMAMNWPQ.... Result: 1 (interaction). (2) The miRNA is hsa-miR-629-3p with sequence GUUCUCCCAACGUAAGCCCAGC. The protein sequence of the target gene is MASSVGNVADSTGLAELAHREYQAGDFEAAERHCMQLWRQEPDNTGVLLLLSSIHFQCRRLDRSAHFSTLAIKQNPLLAEAYSNLGNVYKERGQLQEAIEHYRHALRLKPDFIDGYINLAAALVAAGDMEGAVQAYVSALQYNPDLYCVRSDLGNLLKALGRLEEAKACYLKAIETQPNFAVAWSNLGCVFNAQGEIWLAIHHFEKAVTLDPNFLDAYINLGNVLKEARIFDRAVAAYLRALSLSPNHAVVHGNLACVYYEQGLIDLAIDTYRRAIELQPHFPDAYCNLANALKEKGSVA.... Result: 0 (no interaction). (3) The miRNA is hsa-miR-6820-3p with sequence UGUGACUUCUCCCCUGCCACAG. The protein sequence of the target gene is MDLSRQTWLLSKPIGIVSEASSLGQNMTINPGASLPTFATLPVLPPAPQPVPQLFWEPPAPLVTAGISPGNPLVLSALPGMPLVAEGGSTALSAAVPLNIVQLGTLGQPVQPVHNTNIVLTQVPLTCNIPGTQGVGMGFMTTPAANNFINTRIASTVQPQEGTWILGPHPPTTQQVVQLVPVKSPVNSAQPPKGAYGESGPANIQTNSPENYLSKPDSVYGNFRRWQHIKTLVQRHLPQTTDVAAFSCFLIPVLRSLARRKPTMNVEEGLWRGLQEWQCTSNYDRMIFYEMAEKFTEFES.... Result: 0 (no interaction). (4) The miRNA is hsa-miR-1294 with sequence UGUGAGGUUGGCAUUGUUGUCU. The protein sequence of the target gene is MSALGVTVALLVWAAFLLLVSMWRQVHSSWNLPPGPFPLPIIGNLFQLELKNIPKSFTRLAQRFGPVFTLYVGSQRMVVMHGYKAVKEALLDYKDEFSGRGDLPAFHAHRDRGIIFNNGPTWKDIRRFSLTTLRNYGMGKQGNESRIQREAHFLLEALRKTQGQPFDPTFLIGCAPCNVIADILFRKHFDYNDEKFLRLMYLFNENFHLLSTPWLQLYNNFPSFLHYLPGSHRKVIKNVAEVKEYVSERVKEHHQSLDPNCPRDLTDCLLVEMEKEKHSAERLYTMDGITVTVADLFFAG.... Result: 0 (no interaction). (5) The miRNA is hsa-miR-215-5p with sequence AUGACCUAUGAAUUGACAGAC. The protein sequence of the target gene is MACCHKVMLLLDTAGGAARHSRVRRAALRLLTYLSCRFGLARVHWAFKFFDSQGARSRPSRVSDFRELGSRSWEDFEEELEARLEDRAHLPGPAPRATHTHGALMETLLDYQWDRPEITSPTKPILRSSGRRLLDVESEAKEAEAALGGLVNAVFLLAPCPHSQRELLQFVSGCEAQAQRLPPTPKQVMEKLLPKRVREVMVARKITFYWVDTTEWSKLWESPDHLGYWTVCELLHHGGGTVLPSESFSWDFAQAGEMLLRSGIKLSSEPHLSPWISMLPTDATLNRLLYNSPEYEASFP.... Result: 1 (interaction). (6) Result: 1 (interaction). The miRNA is hsa-miR-3120-3p with sequence CACAGCAAGUGUAGACAGGCA. The protein sequence of the target gene is MAKGDPKKPKGKMSAYAFFVQTCREEHKKKNPEVPVNFAEFSKKCSERWKTMSGKEKSKFDEMAKADKVRYDREMKDYGPAKGGKKKKDPNAPKRPPSGFFLFCSEFRPKIKSTNPGISIGDVAKKLGEMWNNLNDSEKQPYITKAAKLKEKYEKDVADYKSKGKFDGAKGPAKVARKKVEEEDEEEEEEEEEEEEEEDE. (7) The miRNA is hsa-miR-6796-5p with sequence UUGUGGGGUUGGAGAGCUGGCUG. The protein sequence of the target gene is MAKRSRSEDEDDDLQYADHDYEVPQQKGLKKLWNRVKWTRDEDDKLKKLVEQHGTDDWTLIASHLQNRSDFQCQHRWQKVLNPELIKGPWTKEEDQRVIELVQKYGPKRWSLIAKHLKGRIGKQCRERWHNHLNPEVKKSSWTEEEDRIIYEAHKRLGNRWAEIAKLLPGRTDNSIKNHWNSTMRRKVEQEGYLQDGIKSERSSSKLQHKPCAAMDHMQTQNQFYIPVQIPGYQYVSPEGNCIEHVQPTSAFIQQPFIDEDPDKEKKIKELEMLLMSAENEVRRKRIPSQPGSFSSWSGS.... Result: 0 (no interaction). (8) The miRNA is hsa-miR-6878-3p with sequence CUGGCCUCUUCUUUCUCCUAG. The protein sequence of the target gene is MGKRDRADRDKKKSRKRHYEDEEDDEEDAPGNDPQEAVPSAAGKQVDESGTKVDEYGAKDYRLQMPLKDDHTSRPLWVAPDGHIFLEAFSPVYKYAQDFLVAIAEPVCRPTHVHEYKLTAYSLYAAVSVGLQTSDITEYLRKLSKTGVPDGIMQFIKLCTVSYGKVKLVLKHNRYFVESCHPDVIQHLLQDPVIRECRLRNSEGEATELITETFTSKSAISKTAESSGGPSTSRVTDPQGKSDIPMDLFDFYEQMDKDEEEEEETQTVSFEVKQEMIEELQKRCIHLEYPLLAEYDFRND.... Result: 0 (no interaction). (9) The miRNA is hsa-miR-4662a-5p with sequence UUAGCCAAUUGUCCAUCUUUAG. The protein sequence of the target gene is MDIIMGHCVGTRPPACCLILLLFKLLATVSQGLPGTGPLGFHFTHSIYNATVYENSAARTYVNSQSRMGITLIDLSWDIKYRIVSGDEEGFFKAEEVIIADFCFLRIRTKGGNSAILNREIQDNYLLIVKGSVRGEDLEAWTKVNIQVLDMNDLRPLFSPTTYSVTIAESTPLRTSVAQVTATDADIGSNGEFYYYFKNKVDLFSVHPTSGVISLSGRLNYDEKNRYDLEILAVDRGMKLYGNNGVSSTAKLYVHIERINEHAPTIHVVTHVPFSLEKEPTYAVVTVDDLDDGANGEIES.... Result: 1 (interaction).